Predict the product of the given reaction. From a dataset of Forward reaction prediction with 1.9M reactions from USPTO patents (1976-2016). (1) Given the reactants [N:1]1([C:7]2[CH:19]=[C:18]([C:20]3[S:21][CH:22]=[CH:23][CH:24]=3)[C:17]3[C:16]4[C:11](=[CH:12][CH:13]=[CH:14][CH:15]=4)[CH2:10][C:9]=3[C:8]=2[C:25]#[N:26])[CH2:6][CH2:5][CH2:4][CH2:3][CH2:2]1.[H-].[Na+].C1C[O:32]CC1, predict the reaction product. The product is: [O:32]=[C:10]1[C:9]2[C:8]([C:25]#[N:26])=[C:7]([N:1]3[CH2:6][CH2:5][CH2:4][CH2:3][CH2:2]3)[CH:19]=[C:18]([C:20]3[S:21][CH:22]=[CH:23][CH:24]=3)[C:17]=2[C:16]2[C:11]1=[CH:12][CH:13]=[CH:14][CH:15]=2. (2) Given the reactants [CH3:1][N:2]([C:4]([NH:6][CH3:7])=[S:5])[NH2:3].[Cl:8][C:9]1[C:14]([O:15][CH3:16])=[CH:13][C:12]([C:17](=O)[C:18](O)=[O:19])=[C:11]([F:22])[CH:10]=1, predict the reaction product. The product is: [Cl:8][C:9]1[C:14]([O:15][CH3:16])=[CH:13][C:12]([C:17]2[C:18](=[O:19])[N:6]([CH3:7])[C:4](=[S:5])[N:2]([CH3:1])[N:3]=2)=[C:11]([F:22])[CH:10]=1. (3) Given the reactants Br.[CH2:2]([O:4][C:5]([N:7]1[CH2:13][CH:12]([NH2:14])[C:11]2=[N:15][C:16]([C:20]3[CH:25]=[CH:24][N:23]=[CH:22][N:21]=3)=[CH:17][C:18](=[O:19])[N:10]2[CH2:9][CH2:8]1)=[O:6])[CH3:3].[Cl:26][C:27]1[CH:35]=[CH:34][C:30]([C:31](O)=[O:32])=[C:29]([O:36][CH3:37])[CH:28]=1.C(P(=O)(OCC)OCC)#N.C(N(CC)CC)C, predict the reaction product. The product is: [CH2:2]([O:4][C:5]([N:7]1[CH2:13][CH:12]([NH:14][C:31](=[O:32])[C:30]2[CH:34]=[CH:35][C:27]([Cl:26])=[CH:28][C:29]=2[O:36][CH3:37])[C:11]2=[N:15][C:16]([C:20]3[CH:25]=[CH:24][N:23]=[CH:22][N:21]=3)=[CH:17][C:18](=[O:19])[N:10]2[CH2:9][CH2:8]1)=[O:6])[CH3:3]. (4) Given the reactants [O:1]=[C:2]1[CH:6]=[C:5]([C@H:7]2[CH2:12][CH2:11][N:10](C(OC)=O)[C@H:9]([C:17]3[CH:22]=[C:21]([F:23])[C:20]([F:24])=[CH:19][C:18]=3[F:25])[CH2:8]2)[O:4][NH:3]1.Br, predict the reaction product. The product is: [F:25][C:18]1[CH:19]=[C:20]([F:24])[C:21]([F:23])=[CH:22][C:17]=1[C@@H:9]1[CH2:8][C@@H:7]([C:5]2[O:4][NH:3][C:2](=[O:1])[CH:6]=2)[CH2:12][CH2:11][NH:10]1.